Dataset: Catalyst prediction with 721,799 reactions and 888 catalyst types from USPTO. Task: Predict which catalyst facilitates the given reaction. (1) Reactant: [Cl:1][CH2:2][C:3]1[N:4]=[C:5]([CH2:8][CH3:9])[O:6][CH:7]=1.[C:10]1([P:16]([C:23]2[CH:28]=[CH:27][CH:26]=[CH:25][CH:24]=2)[C:17]2[CH:22]=[CH:21][CH:20]=[CH:19][CH:18]=2)[CH:15]=[CH:14][CH:13]=[CH:12][CH:11]=1. Product: [Cl-:1].[CH2:8]([C:5]1[O:6][CH:7]=[C:3]([CH2:2][P+:16]([C:17]2[CH:18]=[CH:19][CH:20]=[CH:21][CH:22]=2)([C:23]2[CH:28]=[CH:27][CH:26]=[CH:25][CH:24]=2)[C:10]2[CH:11]=[CH:12][CH:13]=[CH:14][CH:15]=2)[N:4]=1)[CH3:9]. The catalyst class is: 10. (2) Reactant: Cl.C(O)(=O)C.C[O:7][C:8]1[N:13]=[CH:12][C:11]([CH2:14][C:15]2[S:16][C:17]3[C:23]([C:24]4[CH:25]=[C:26]([CH:32]=[CH:33][CH:34]=4)[C:27]([O:29]CC)=[O:28])=[CH:22][CH:21]=[CH:20][C:18]=3[CH:19]=2)=[CH:10][CH:9]=1. Product: [O:7]=[C:8]1[NH:13][CH:12]=[C:11]([CH2:14][C:15]2[S:16][C:17]3[C:23]([C:24]4[CH:25]=[C:26]([CH:32]=[CH:33][CH:34]=4)[C:27]([OH:29])=[O:28])=[CH:22][CH:21]=[CH:20][C:18]=3[CH:19]=2)[CH:10]=[CH:9]1. The catalyst class is: 6.